This data is from Forward reaction prediction with 1.9M reactions from USPTO patents (1976-2016). The task is: Predict the product of the given reaction. (1) Given the reactants [CH2:1]([C:3]1[CH:8]=[CH:7][C:6]([CH:9]2[CH2:14][NH:13][CH2:12][CH:11]([C:15]([O:17][CH2:18][CH3:19])=[O:16])[CH2:10]2)=[CH:5][CH:4]=1)[CH3:2].[CH:20]1([C:25](Cl)=[O:26])[CH2:24][CH2:23][CH2:22][CH2:21]1, predict the reaction product. The product is: [CH:20]1([C:25]([N:13]2[CH2:14][CH:9]([C:6]3[CH:5]=[CH:4][C:3]([CH2:1][CH3:2])=[CH:8][CH:7]=3)[CH2:10][CH:11]([C:15]([O:17][CH2:18][CH3:19])=[O:16])[CH2:12]2)=[O:26])[CH2:24][CH2:23][CH2:22][CH2:21]1. (2) Given the reactants C([Cl:4])(=O)C.CC(O)C.[NH2:9][CH2:10][C:11]1([OH:18])[CH2:17][CH2:16][CH2:15][CH2:14][CH2:13][CH2:12]1, predict the reaction product. The product is: [ClH:4].[NH2:9][CH2:10][C:11]1([OH:18])[CH2:17][CH2:16][CH2:15][CH2:14][CH2:13][CH2:12]1. (3) Given the reactants Cl[C:2]1[C:3]2[CH:17]=[CH:16][C:15](=[O:18])[N:14]([C:19]3[C:24]([F:25])=[CH:23][CH:22]=[CH:21][C:20]=3[F:26])[C:4]=2[N:5]=[C:6]([NH:8][CH:9]([CH2:12][OH:13])[CH2:10][OH:11])[N:7]=1.[CH3:27][S:28][C:29]1[CH:34]=[CH:33][CH:32]=[CH:31][C:30]=1B(O)O.C([O-])([O-])=O.[K+].[K+], predict the reaction product. The product is: [CH3:27][S:28][C:29]1[CH:34]=[CH:33][CH:32]=[CH:31][C:30]=1[C:2]1[C:3]2[CH:17]=[CH:16][C:15](=[O:18])[N:14]([C:19]3[C:24]([F:25])=[CH:23][CH:22]=[CH:21][C:20]=3[F:26])[C:4]=2[N:5]=[C:6]([NH:8][CH:9]([CH2:12][OH:13])[CH2:10][OH:11])[N:7]=1. (4) Given the reactants [CH2:1]([O:8][C@H:9]1[CH2:13][N:12]([CH:14]2[CH2:19][CH2:18][N:17]([C:20]([O:22][C:23]([CH3:26])([CH3:25])[CH3:24])=[O:21])[CH2:16][CH2:15]2)[C:11](=[O:27])[C@@H:10]1[O:28]S(C)(=O)=O)[C:2]1[CH:7]=[CH:6][CH:5]=[CH:4][CH:3]=1.[Br:33][C:34]1[CH:39]=[CH:38][C:37](O)=[C:36]([F:41])[CH:35]=1.C([O-])([O-])=O.[K+].[K+], predict the reaction product. The product is: [CH2:1]([O:8][C@H:9]1[CH2:13][N:12]([CH:14]2[CH2:19][CH2:18][N:17]([C:20]([O:22][C:23]([CH3:26])([CH3:25])[CH3:24])=[O:21])[CH2:16][CH2:15]2)[C:11](=[O:27])[C@H:10]1[O:28][C:37]1[CH:38]=[CH:39][C:34]([Br:33])=[CH:35][C:36]=1[F:41])[C:2]1[CH:7]=[CH:6][CH:5]=[CH:4][CH:3]=1. (5) Given the reactants [Cl:1][C:2]1[CH:7]=[CH:6][C:5]([S:8]([CH:11]([C:17]2[CH:22]=[C:21]([F:23])[CH:20]=[CH:19][C:18]=2[F:24])[CH2:12][CH2:13][CH2:14][CH2:15]O)(=[O:10])=[O:9])=[CH:4][CH:3]=1.[CH3:25][S:26]([NH:29][C:30](=[O:36])[O:31][C:32]([CH3:35])([CH3:34])[CH3:33])(=[O:28])=[O:27].C1(P(C2C=CC=CC=2)C2C=CC=CC=2)C=CC=CC=1.N(C(OC(C)C)=O)=NC(OC(C)C)=O, predict the reaction product. The product is: [Cl:1][C:2]1[CH:3]=[CH:4][C:5]([S:8]([CH:11]([C:17]2[CH:22]=[C:21]([F:23])[CH:20]=[CH:19][C:18]=2[F:24])[CH2:12][CH2:13][CH2:14][CH2:15][N:29]([S:26]([CH3:25])(=[O:28])=[O:27])[C:30](=[O:36])[O:31][C:32]([CH3:33])([CH3:35])[CH3:34])(=[O:10])=[O:9])=[CH:6][CH:7]=1.